From a dataset of Forward reaction prediction with 1.9M reactions from USPTO patents (1976-2016). Predict the product of the given reaction. (1) Given the reactants [F:1][C:2]1[C:7]([C:8]2[CH:9]=[N:10][C:11]([N:14]3[CH2:19][CH2:18][O:17][CH2:16][CH2:15]3)=[N:12][CH:13]=2)=[CH:6][CH:5]=[CH:4][C:3]=1[CH2:20]O.[C:22]1(=[O:32])[C:30]2[C:25](=[CH:26][CH:27]=[CH:28][CH:29]=2)[C:24](=[O:31])[NH:23]1.C1(P(C2C=CC=CC=2)C2C=CC=CC=2)C=CC=CC=1.N(C(OCC)=O)=NC(OCC)=O, predict the reaction product. The product is: [F:1][C:2]1[C:7]([C:8]2[CH:9]=[N:10][C:11]([N:14]3[CH2:19][CH2:18][O:17][CH2:16][CH2:15]3)=[N:12][CH:13]=2)=[CH:6][CH:5]=[CH:4][C:3]=1[CH2:20][N:23]1[C:24](=[O:31])[C:25]2[C:30](=[CH:29][CH:28]=[CH:27][CH:26]=2)[C:22]1=[O:32]. (2) Given the reactants [CH2:1]([O:8][C:9]([NH:11][C@@H:12]([CH2:16][CH:17]([F:19])[F:18])[C:13]([OH:15])=O)=[O:10])[C:2]1[CH:7]=[CH:6][CH:5]=[CH:4][CH:3]=1.C(N1CCOCC1)C.[B-](F)(F)(F)F.CCOC(C(C#N)=NOC(N(C)C)=[N+](C)C)=O.[CH2:50]([O:52][C:53]([N:55]1[CH2:60][CH2:59][NH:58][CH2:57][CH2:56]1)=[O:54])[CH3:51], predict the reaction product. The product is: [CH2:50]([O:52][C:53]([N:55]1[CH2:56][CH2:57][N:58]([C:13](=[O:15])[C@@H:12]([NH:11][C:9]([O:8][CH2:1][C:2]2[CH:3]=[CH:4][CH:5]=[CH:6][CH:7]=2)=[O:10])[CH2:16][CH:17]([F:19])[F:18])[CH2:59][CH2:60]1)=[O:54])[CH3:51].